From a dataset of Reaction yield outcomes from USPTO patents with 853,638 reactions. Predict the reaction yield, written as a fraction of the theoretical maximum amount of product (1.0 means a 100% yield; for example, 0.34 means a 34% yield). (1) The reactants are [C:1]([O:12][CH3:13])(=[O:11])[C:2]1[CH:10]=[CH:9][CH:8]=[C:4]([C:5]([O-:7])=O)[CH:3]=1.[CH3:14][C:15]1[N:16]=[C:17]([CH2:20][NH:21][CH:22]([CH3:24])[CH3:23])[S:18][CH:19]=1. The catalyst is CCN(CC)CC.O=S(Cl)Cl.C(Cl)Cl. The product is [CH:22]([N:21]([CH2:20][C:17]1[S:18][CH:19]=[C:15]([CH3:14])[N:16]=1)[C:5]([C:4]1[CH:3]=[C:2]([CH:10]=[CH:9][CH:8]=1)[C:1]([O:12][CH3:13])=[O:11])=[O:7])([CH3:24])[CH3:23]. The yield is 0.930. (2) The reactants are Cl[C:2]1[N:7]=[CH:6][N:5]=[C:4]([NH2:8])[C:3]=1[O:9][CH2:10][C:11]([F:14])([F:13])[F:12].FC(F)(F)C(O)=O.[N:22]1([CH2:26][CH2:27][N:28]2[CH:32]=[C:31]([C:33]3[CH:38]=[CH:37][C:36]([F:39])=[C:35]([C:40]([F:43])([F:42])[F:41])[CH:34]=3)[N:30]=[C:29]2[CH:44]2[CH2:49][CH2:48][NH:47][CH2:46][CH2:45]2)[CH2:25][CH2:24][CH2:23]1.C([O-])([O-])=O.[Cs+].[Cs+]. The catalyst is CS(C)=O. The product is [N:22]1([CH2:26][CH2:27][N:28]2[CH:32]=[C:31]([C:33]3[CH:38]=[CH:37][C:36]([F:39])=[C:35]([C:40]([F:43])([F:41])[F:42])[CH:34]=3)[N:30]=[C:29]2[CH:44]2[CH2:45][CH2:46][N:47]([C:2]3[N:7]=[CH:6][N:5]=[C:4]([NH2:8])[C:3]=3[O:9][CH2:10][C:11]([F:14])([F:13])[F:12])[CH2:48][CH2:49]2)[CH2:23][CH2:24][CH2:25]1. The yield is 0.398. (3) The reactants are [C:1]([O:5][C:6]([NH:8][CH:9]([CH3:16])[CH2:10]OS(C)(=O)=O)=[O:7])([CH3:4])([CH3:3])[CH3:2].[NH:17]1[CH2:22][CH2:21][O:20][CH2:19][CH2:18]1.C([O-])([O-])=O.[K+].[K+]. The yield is 0.620. The catalyst is CC#N. The product is [C:1]([O:5][C:6](=[O:7])[NH:8][CH:9]([CH3:16])[CH2:10][N:17]1[CH2:22][CH2:21][O:20][CH2:19][CH2:18]1)([CH3:4])([CH3:3])[CH3:2]. (4) The reactants are F[P-](F)(F)(F)(F)F.N1(OC(N(C)C)=[N+](C)C)C2N=CC=CC=2N=N1.[C:25]([O:29][C:30]([NH:32][C:33]1([C:48](O)=[O:49])[CH2:38][CH2:37][N:36]([C:39]2[C:40]3[CH:47]=[CH:46][NH:45][C:41]=3[N:42]=[CH:43][N:44]=2)[CH2:35][CH2:34]1)=[O:31])([CH3:28])([CH3:27])[CH3:26].C(N(C(C)C)C(C)C)C.[NH2:60][CH:61]([C:68]1[CH:73]=[CH:72][C:71]([Cl:74])=[CH:70][CH:69]=1)[CH2:62][NH:63][S:64]([CH3:67])(=[O:66])=[O:65]. The catalyst is CN1C(=O)CCC1. The product is [Cl:74][C:71]1[CH:70]=[CH:69][C:68]([CH:61]([NH:60][C:48]([C:33]2([NH:32][C:30](=[O:31])[O:29][C:25]([CH3:27])([CH3:28])[CH3:26])[CH2:34][CH2:35][N:36]([C:39]3[C:40]4[CH:47]=[CH:46][NH:45][C:41]=4[N:42]=[CH:43][N:44]=3)[CH2:37][CH2:38]2)=[O:49])[CH2:62][NH:63][S:64]([CH3:67])(=[O:66])=[O:65])=[CH:73][CH:72]=1. The yield is 0.790. (5) The reactants are [CH2:1]=[O:2].[C:3]([CH2:5][C:6]([O:8][CH3:9])=[O:7])#[N:4].CCN(CC)CC.[O:17]1CCOC[CH2:18]1. No catalyst specified. The product is [C:3]([C:5]([CH2:1][OH:2])([CH2:18][OH:17])[C:6]([O:8][CH3:9])=[O:7])#[N:4]. The yield is 0.720. (6) The reactants are [Cl:1][C:2]1[CH:7]=[CH:6][C:5]([N:8]([C@H:14]2[C:23]3[C:18](=[CH:19][CH:20]=[CH:21][CH:22]=3)[N:17]([C:24](=[O:33])[C:25]3[CH:30]=[CH:29][C:28]([O:31]C)=[CH:27][CH:26]=3)[C@@H:16]([CH3:34])[CH2:15]2)[C:9]([CH:11]2[CH2:13][CH2:12]2)=[O:10])=[CH:4][CH:3]=1.B(Br)(Br)Br. The catalyst is C(Cl)Cl. The product is [Cl:1][C:2]1[CH:3]=[CH:4][C:5]([N:8]([C@H:14]2[C:23]3[C:18](=[CH:19][CH:20]=[CH:21][CH:22]=3)[N:17]([C:24](=[O:33])[C:25]3[CH:26]=[CH:27][C:28]([OH:31])=[CH:29][CH:30]=3)[C@@H:16]([CH3:34])[CH2:15]2)[C:9]([CH:11]2[CH2:12][CH2:13]2)=[O:10])=[CH:6][CH:7]=1. The yield is 0.980.